From a dataset of Full USPTO retrosynthesis dataset with 1.9M reactions from patents (1976-2016). Predict the reactants needed to synthesize the given product. The reactants are: [C:1]1([CH2:7][S:8][C:9]2[N:14]=[C:13]([CH:15]=O)[CH:12]=[C:11]([NH:17][C:18]3[S:19][C:20]4[C:25]([N:26]=3)=[CH:24][CH:23]=[CH:22][N:21]=4)[N:10]=2)[CH:6]=[CH:5][CH:4]=[CH:3][CH:2]=1.[NH:27]1[CH2:32][CH2:31][CH2:30][CH2:29][CH2:28]1.C(O[BH-](OC(=O)C)OC(=O)C)(=O)C.[Na+].C(=O)(O)[O-].[Na+]. Given the product [C:1]1([CH2:7][S:8][C:9]2[N:10]=[C:11]([NH:17][C:18]3[S:19][C:20]4[C:25]([N:26]=3)=[CH:24][CH:23]=[CH:22][N:21]=4)[CH:12]=[C:13]([CH2:15][N:27]3[CH2:32][CH2:31][CH2:30][CH2:29][CH2:28]3)[N:14]=2)[CH:6]=[CH:5][CH:4]=[CH:3][CH:2]=1, predict the reactants needed to synthesize it.